From a dataset of Catalyst prediction with 721,799 reactions and 888 catalyst types from USPTO. Predict which catalyst facilitates the given reaction. (1) Reactant: [CH3:1][O:2][C:3](=[O:16])[CH:4](OS(C)(=O)=O)[C:5]1[S:6][C:7]([CH3:10])=[CH:8][CH:9]=1.[NH2:17][C:18]1[CH:23]=[CH:22][CH:21]=[CH:20][CH:19]=1.C(N(C(C)C)C(C)C)C. Product: [CH3:1][O:2][C:3](=[O:16])[CH:4]([C:5]1[S:6][C:7]([CH3:10])=[CH:8][CH:9]=1)[NH:17][C:18]1[CH:23]=[CH:22][CH:21]=[CH:20][CH:19]=1. The catalyst class is: 23. (2) Reactant: [Cl:1][C:2]1[CH:7]=[CH:6][C:5]([C:8]2[C:12]([CH2:13][O:14][C:15]3[CH:23]=[CH:22][C:18]([C:19]([OH:21])=O)=[CH:17][N:16]=3)=[C:11]([CH2:24][OH:25])[O:10][N:9]=2)=[CH:4][CH:3]=1.[F:26][C:27]([F:31])([F:30])[CH2:28][NH2:29].O.ON1C2C=CC=CC=2N=N1.C(N(C(C)C)C(C)C)C.Cl.CN(C)CCCN=C=NCC. Product: [Cl:1][C:2]1[CH:3]=[CH:4][C:5]([C:8]2[C:12]([CH2:13][O:14][C:15]3[CH:23]=[CH:22][C:18]([C:19]([NH:29][CH2:28][C:27]([F:31])([F:30])[F:26])=[O:21])=[CH:17][N:16]=3)=[C:11]([CH2:24][OH:25])[O:10][N:9]=2)=[CH:6][CH:7]=1. The catalyst class is: 1. (3) Reactant: Br[CH2:2][C:3](=O)[C:4]([O:6][CH2:7][CH3:8])=[O:5].[CH3:10][C:11]([C:14]1[CH:15]=[C:16]([S:20]([N:23]2[C:31]3[C:26](=[CH:27][C:28]([C:32]([F:35])([F:34])[F:33])=[CH:29][CH:30]=3)[CH:25]=[C:24]2[CH2:36][C:37]([NH2:39])=[S:38])(=[O:22])=[O:21])[CH:17]=[CH:18][CH:19]=1)([CH3:13])[CH3:12]. Product: [CH2:7]([O:6][C:4]([C:3]1[N:39]=[C:37]([CH2:36][C:24]2[N:23]([S:20]([C:16]3[CH:17]=[CH:18][CH:19]=[C:14]([C:11]([CH3:13])([CH3:12])[CH3:10])[CH:15]=3)(=[O:22])=[O:21])[C:31]3[C:26]([CH:25]=2)=[CH:27][C:28]([C:32]([F:34])([F:33])[F:35])=[CH:29][CH:30]=3)[S:38][CH:2]=1)=[O:5])[CH3:8]. The catalyst class is: 8. (4) Reactant: Cl[CH2:2][CH2:3][CH2:4][CH2:5][CH:6]([C:14]1[NH:18][N:17]=[C:16]([NH:19][C:20]2[CH:25]=[CH:24][C:23]([N:26]3[C:30]([CH3:31])=[N:29][CH:28]=[N:27]3)=[C:22]([F:32])[CH:21]=2)[N:15]=1)[C:7]1[CH:12]=[CH:11][C:10]([F:13])=[CH:9][CH:8]=1.[I-].[Na+]. Product: [F:32][C:22]1[CH:21]=[C:20]([NH:19][C:16]2[N:15]=[C:14]3[CH:6]([C:7]4[CH:12]=[CH:11][C:10]([F:13])=[CH:9][CH:8]=4)[CH2:5][CH2:4][CH2:3][CH2:2][N:18]3[N:17]=2)[CH:25]=[CH:24][C:23]=1[N:26]1[C:30]([CH3:31])=[N:29][CH:28]=[N:27]1. The catalyst class is: 21. (5) Reactant: [NH:1]1[C:9]2[C:4](=[N:5][CH:6]=[CH:7][CH:8]=2)[C:3]2([C:13]3=[CH:14][C:15]4[O:16][CH2:17][CH2:18][O:19][C:20]=4[CH:21]=[C:12]3[O:11][CH2:10]2)[C:2]1=[O:22].C(=O)([O-])[O-].[Cs+].[Cs+].Cl.Cl[CH2:31][C:32]1[C:37]([C:38]([F:41])([F:40])[F:39])=[CH:36][CH:35]=[CH:34][N:33]=1.[I-].[K+]. Product: [F:41][C:38]([F:39])([F:40])[C:37]1[C:32]([CH2:31][N:1]2[C:9]3[C:4](=[N:5][CH:6]=[CH:7][CH:8]=3)[C:3]3([C:13]4=[CH:14][C:15]5[O:16][CH2:17][CH2:18][O:19][C:20]=5[CH:21]=[C:12]4[O:11][CH2:10]3)[C:2]2=[O:22])=[N:33][CH:34]=[CH:35][CH:36]=1. The catalyst class is: 35. (6) Reactant: Br[C:2]1[CH:3]=[C:4]([CH2:8][C@H:9]([NH:22][C:23](=[O:29])[O:24][C:25]([CH3:28])([CH3:27])[CH3:26])[C:10]([N:12]([C:14]2[CH:19]=[CH:18][C:17]([O:20][CH3:21])=[CH:16][CH:15]=2)[CH3:13])=[O:11])[CH:5]=[CH:6][CH:7]=1.[CH3:30][C:31]1(C)C(C)(C)OB(C=C)O1.C(=O)([O-])[O-].[K+].[K+]. Product: [CH3:21][O:20][C:17]1[CH:18]=[CH:19][C:14]([N:12]([CH3:13])[C:10](=[O:11])[C@@H:9]([NH:22][C:23](=[O:29])[O:24][C:25]([CH3:28])([CH3:27])[CH3:26])[CH2:8][C:4]2[CH:5]=[CH:6][CH:7]=[C:2]([CH:30]=[CH2:31])[CH:3]=2)=[CH:15][CH:16]=1. The catalyst class is: 104.